This data is from Forward reaction prediction with 1.9M reactions from USPTO patents (1976-2016). The task is: Predict the product of the given reaction. (1) The product is: [I:1][CH2:4][C:5]1[N:6]=[C:7]([C:10]2[CH:15]=[CH:14][CH:13]=[CH:12][CH:11]=2)[S:8][CH:9]=1. Given the reactants [I-:1].[Na+].Cl[CH2:4][C:5]1[N:6]=[C:7]([C:10]2[CH:15]=[CH:14][CH:13]=[CH:12][CH:11]=2)[S:8][CH:9]=1.C(N)(=S)C1C=CC=CC=1.ClCC(CCl)=O, predict the reaction product. (2) Given the reactants [Br:1][C:2]1[CH:11]=[C:10]([Br:12])[C:9]([OH:13])=[C:8]2[C:3]=1[CH:4]=[CH:5][CH:6]=[N:7]2.Br[CH:15]([CH3:17])[CH3:16], predict the reaction product. The product is: [Br:1][C:2]1[CH:11]=[C:10]([Br:12])[C:9]([O:13][CH:15]([CH3:17])[CH3:16])=[C:8]2[C:3]=1[CH:4]=[CH:5][CH:6]=[N:7]2. (3) Given the reactants Cl[CH2:2][C:3]1[N:7]([CH2:8][CH2:9][C:10]2[CH:15]=[CH:14][CH:13]=[CH:12][CH:11]=2)[C:6]2[CH:16]=[CH:17][CH:18]=[CH:19][C:5]=2[N:4]=1.[CH3:20][Si:21]([CH3:26])([CH3:25])[C:22]#[C:23][CH3:24], predict the reaction product. The product is: [CH2:8]([N:7]1[C:6]2[CH:16]=[CH:17][CH:18]=[CH:19][C:5]=2[N:4]=[C:3]1[CH2:2][CH2:24][C:23]#[C:22][Si:21]([CH3:26])([CH3:25])[CH3:20])[CH2:9][C:10]1[CH:15]=[CH:14][CH:13]=[CH:12][CH:11]=1. (4) Given the reactants [N+:1]([C:4]1[CH:5]=[CH:6][CH:7]=[C:8]2[C:12]=1[NH:11][C:10]([C:13]([OH:15])=O)=[CH:9]2)([O-:3])=[O:2].C(N(CC)CC)C.C(Cl)CCl.C1C=CC2N(O)N=NC=2C=1.[Cl:37][CH2:38][CH2:39][NH2:40].Cl, predict the reaction product. The product is: [Cl:37][CH2:38][CH2:39][NH:40][C:13]([C:10]1[NH:11][C:12]2[C:8]([CH:9]=1)=[CH:7][CH:6]=[CH:5][C:4]=2[N+:1]([O-:3])=[O:2])=[O:15].